From a dataset of Catalyst prediction with 721,799 reactions and 888 catalyst types from USPTO. Predict which catalyst facilitates the given reaction. (1) Reactant: [Br:1][C:2]1[CH:7]=[C:6](F)[C:5]([N+:9]([O-:11])=[O:10])=[CH:4][C:3]=1[F:12].C(=O)([O-])[O-:14].[Cs+].[Cs+].C(O)(=O)C.[Na+].[Cl-]. Product: [Br:1][C:2]1[C:3]([F:12])=[CH:4][C:5]([N+:9]([O-:11])=[O:10])=[C:6]([OH:14])[CH:7]=1. The catalyst class is: 329. (2) Reactant: C(O[C:6]([N:8]1[CH2:13][CH2:12][C:11]([F:15])([F:14])[CH:10]([CH2:16][O:17][C:18]2[N:19]=[N:20][C:21]([CH2:37][CH2:38][CH2:39][CH3:40])=[C:22]([C:24]3[CH:29]=[CH:28][C:27]([O:30][CH:31]4[CH2:36][CH2:35][CH2:34][CH2:33][CH2:32]4)=[CH:26][CH:25]=3)[CH:23]=2)[CH2:9]1)=O)(C)(C)C.[ClH:41]. Product: [ClH:41].[ClH:41].[CH2:37]([C:21]1[N:20]=[N:19][C:18]([O:17][CH2:16][CH:10]2[C:11]([F:15])([F:14])[CH2:12][CH2:13][N:8]([CH3:6])[CH2:9]2)=[CH:23][C:22]=1[C:24]1[CH:29]=[CH:28][C:27]([O:30][CH:31]2[CH2:32][CH2:33][CH2:34][CH2:35][CH2:36]2)=[CH:26][CH:25]=1)[CH2:38][CH2:39][CH3:40]. The catalyst class is: 258. (3) Reactant: [NH2:1][C:2]1[CH:9]=[CH:8][C:5]([C:6]#[N:7])=[CH:4][CH:3]=1.Cl[C:11]1[N:16]=[C:15]([NH2:17])[CH:14]=[C:13]([Cl:18])[N:12]=1. Product: [NH2:17][C:15]1[CH:14]=[C:13]([Cl:18])[N:12]=[C:11]([NH:1][C:2]2[CH:9]=[CH:8][C:5]([C:6]#[N:7])=[CH:4][CH:3]=2)[N:16]=1. The catalyst class is: 868. (4) Reactant: [N:1]1[CH:6]=[CH:5][N:4]=[CH:3][C:2]=1[C:7]1[CH:16]=[CH:15][C:10]([C:11]([O:13]C)=[O:12])=[CH:9][CH:8]=1.[OH-].[Na+].Cl. Product: [N:1]1[CH:6]=[CH:5][N:4]=[CH:3][C:2]=1[C:7]1[CH:8]=[CH:9][C:10]([C:11]([OH:13])=[O:12])=[CH:15][CH:16]=1. The catalyst class is: 24.